Dataset: Catalyst prediction with 721,799 reactions and 888 catalyst types from USPTO. Task: Predict which catalyst facilitates the given reaction. (1) Reactant: C(OC([N:8]1[CH2:17][CH2:16][C:15]2[C:10](=[CH:11][CH:12]=[CH:13][C:14]=2[O:18][CH2:19][C:20](=[O:34])[N:21]([CH2:27][C:28]2[CH:33]=[CH:32][CH:31]=[CH:30][CH:29]=2)[CH2:22][CH2:23][CH:24]([CH3:26])[CH3:25])[CH2:9]1)=O)(C)(C)C.[ClH:35]. Product: [ClH:35].[CH2:27]([N:21]([CH2:22][CH2:23][CH:24]([CH3:26])[CH3:25])[C:20](=[O:34])[CH2:19][O:18][C:14]1[CH:13]=[CH:12][CH:11]=[C:10]2[C:15]=1[CH2:16][CH2:17][NH:8][CH2:9]2)[C:28]1[CH:33]=[CH:32][CH:31]=[CH:30][CH:29]=1. The catalyst class is: 12. (2) Reactant: [O:1]([C:8]1[CH:13]=[CH:12][C:11]([NH2:14])=[CH:10][CH:9]=1)[C:2]1[CH:7]=[CH:6][CH:5]=[CH:4][CH:3]=1.[CH3:15][CH2:16][N:17](C(C)C)C(C)C.BrCC#N. Product: [O:1]([C:8]1[CH:9]=[CH:10][C:11]([NH:14][CH2:15][C:16]#[N:17])=[CH:12][CH:13]=1)[C:2]1[CH:7]=[CH:6][CH:5]=[CH:4][CH:3]=1. The catalyst class is: 20.